From a dataset of Full USPTO retrosynthesis dataset with 1.9M reactions from patents (1976-2016). Predict the reactants needed to synthesize the given product. (1) The reactants are: [CH2:1]([O:3][CH2:4][C:5]1[CH:6]=[CH:7][C:8]([OH:14])=[C:9]([C:11](=[O:13])[CH3:12])[CH:10]=1)[CH3:2].[CH3:15][N:16]([CH3:25])[C:17]1[CH:24]=[CH:23][C:20]([CH:21]=O)=[CH:19][CH:18]=1.[OH-:26].[Na+].OO. Given the product [CH3:25][N:16]([CH3:15])[C:17]1[CH:24]=[CH:23][C:20]([C:21]2[O:14][C:8]3[C:9]([C:11](=[O:13])[C:12]=2[OH:26])=[CH:10][C:5]([CH2:4][O:3][CH2:1][CH3:2])=[CH:6][CH:7]=3)=[CH:19][CH:18]=1, predict the reactants needed to synthesize it. (2) Given the product [CH2:1]([O:8][C:9]1[CH:14]=[CH:13][N:12]([CH2:15][C:16]2[CH:21]=[CH:20][CH:19]=[C:18]([F:22])[CH:17]=2)[C:11](=[O:23])[C:10]=1[C:26]#[CH:27])[C:2]1[CH:7]=[CH:6][CH:5]=[CH:4][CH:3]=1, predict the reactants needed to synthesize it. The reactants are: [CH2:1]([O:8][C:9]1[CH:14]=[CH:13][N:12]([CH2:15][C:16]2[CH:21]=[CH:20][CH:19]=[C:18]([F:22])[CH:17]=2)[C:11](=[O:23])[CH:10]=1)[C:2]1[CH:7]=[CH:6][CH:5]=[CH:4][CH:3]=1.IN1C(=O)C[CH2:27][C:26]1=O. (3) The reactants are: [C:1](=O)([O-])[O-:2].[K+].[K+].[Cl:7][C:8]1[C:9]([O:31][C:32](=[O:36])[N:33]([CH3:35])[CH3:34])=[CH:10][C:11]2[O:16][C:15](=[O:17])[C:14]([CH2:18][C:19]3[CH:24]=[CH:23][CH:22]=[C:21]([N+:25]([O-:27])=[O:26])[CH:20]=3)=[C:13]([CH2:28]Br)[C:12]=2[CH:30]=1.CO.O. Given the product [Cl:7][C:8]1[C:9]([O:31][C:32](=[O:36])[N:33]([CH3:35])[CH3:34])=[CH:10][C:11]2[O:16][C:15](=[O:17])[C:14]([CH2:18][C:19]3[CH:24]=[CH:23][CH:22]=[C:21]([N+:25]([O-:27])=[O:26])[CH:20]=3)=[C:13]([CH2:28][O:2][CH3:1])[C:12]=2[CH:30]=1, predict the reactants needed to synthesize it. (4) Given the product [CH:1]1([CH:4]([C:16]2[CH:17]=[N:18][C:19]([O:22][CH3:23])=[CH:20][CH:21]=2)[O:5][C:6]2[CH:11]=[CH:10][C:9]([CH2:12][NH:13][C:31]3[C:36]([N+:37]([O-:39])=[O:38])=[CH:35][C:34]([I:40])=[CH:33][N:32]=3)=[CH:8][C:7]=2[O:14][CH3:15])[CH2:3][CH2:2]1, predict the reactants needed to synthesize it. The reactants are: [CH:1]1([CH:4]([C:16]2[CH:17]=[N:18][C:19]([O:22][CH3:23])=[CH:20][CH:21]=2)[O:5][C:6]2[CH:11]=[CH:10][C:9]([CH2:12][NH2:13])=[CH:8][C:7]=2[O:14][CH3:15])[CH2:3][CH2:2]1.C(=O)([O-])[O-].[K+].[K+].Cl[C:31]1[C:36]([N+:37]([O-:39])=[O:38])=[CH:35][C:34]([I:40])=[CH:33][N:32]=1. (5) Given the product [Cl:1][C:2]1[CH:8]=[C:7]([O:9][C:10]2[C:19]3[C:14](=[CH:15][C:16]([O:22][CH3:23])=[C:17]([O:20][CH3:21])[CH:18]=3)[N:13]=[CH:12][N:11]=2)[CH:6]=[CH:5][C:3]=1[NH:4][C:39](=[O:41])[O:55][CH:53]([C:52]1[CH:56]=[CH:57][CH:58]=[CH:59][C:51]=1[Br:50])[CH3:54], predict the reactants needed to synthesize it. The reactants are: [Cl:1][C:2]1[CH:8]=[C:7]([O:9][C:10]2[C:19]3[C:14](=[CH:15][C:16]([O:22][CH3:23])=[C:17]([O:20][CH3:21])[CH:18]=3)[N:13]=[CH:12][N:11]=2)[CH:6]=[CH:5][C:3]=1[NH2:4].C1(C)C=CC=CC=1.C(N(CC)CC)C.Cl[C:39](Cl)([O:41]C(=O)OC(Cl)(Cl)Cl)Cl.[Br:50][C:51]1[CH:59]=[CH:58][CH:57]=[CH:56][C:52]=1[CH:53]([OH:55])[CH3:54]. (6) Given the product [C:48]([Si:5]([C:1]([CH3:2])([CH3:4])[CH3:3])([C:42]1[CH:47]=[CH:46][CH:45]=[CH:44][CH:43]=1)[O:6][CH2:7][CH:8]([CH3:41])[O:9][C:10]1[CH:11]=[C:12]([O:30][C:31]2[CH:32]=[CH:33][C:34]([S:37]([CH3:40])(=[O:38])=[O:39])=[CH:35][CH:36]=2)[CH:13]=[C:14]2[C:18]=1[NH:17][C:16]([C:19]1[S:20][CH:21]([CH2:24][CH2:25][OH:26])[CH2:22][N:23]=1)=[CH:15]2)([CH3:51])([CH3:49])[CH3:50], predict the reactants needed to synthesize it. The reactants are: [C:1]([Si:5]([C:48]([CH3:51])([CH3:50])[CH3:49])([C:42]1[CH:47]=[CH:46][CH:45]=[CH:44][CH:43]=1)[O:6][CH2:7][CH:8]([CH3:41])[O:9][C:10]1[CH:11]=[C:12]([O:30][C:31]2[CH:36]=[CH:35][C:34]([S:37]([CH3:40])(=[O:39])=[O:38])=[CH:33][CH:32]=2)[CH:13]=[C:14]2[C:18]=1[NH:17][C:16]([C:19]1[S:20][CH:21]([CH2:24][C:25](OCC)=[O:26])[CH2:22][N:23]=1)=[CH:15]2)([CH3:4])([CH3:3])[CH3:2].[BH4-].[Li+].Cl.C(OCC)(=O)C. (7) Given the product [F:1][C:2]([F:7])([F:6])[C:3]([OH:5])=[O:4].[F:8][C:9]([F:14])([F:13])[C:10]([OH:12])=[O:11].[F:15][C:16]([F:21])([F:20])[C:17]([OH:19])=[O:18].[CH2:60]([N:55]1[CH2:54][CH2:53][N:52]([C:43]2([CH2:42][NH:41][C:39](=[O:40])[C:38]3[CH:37]=[CH:36][C:35]([O:34][CH2:33][C:31]4[C:30]5[C:25](=[CH:26][CH:27]=[CH:28][CH:29]=5)[N:24]=[C:23]([CH3:22])[CH:32]=4)=[CH:59][CH:58]=3)[C:44](=[O:51])[NH:45][C:46](=[O:50])[NH:47][C:48]2=[O:49])[CH2:57][CH2:56]1)[C:61]1[CH:66]=[CH:65][CH:64]=[CH:63][CH:62]=1, predict the reactants needed to synthesize it. The reactants are: [F:1][C:2]([F:7])([F:6])[C:3]([OH:5])=[O:4].[F:8][C:9]([F:14])([F:13])[C:10]([OH:12])=[O:11].[F:15][C:16]([F:21])([F:20])[C:17]([OH:19])=[O:18].[CH3:22][C:23]1[CH:32]=[C:31]([CH2:33][O:34][C:35]2[CH:59]=[CH:58][C:38]([C:39]([NH:41][CH2:42][C:43]3([N:52]4[CH2:57][CH2:56][NH:55][CH2:54][CH2:53]4)[C:48](=[O:49])[NH:47][C:46](=[O:50])[NH:45][C:44]3=[O:51])=[O:40])=[CH:37][CH:36]=2)[C:30]2[C:25](=[CH:26][CH:27]=[CH:28][CH:29]=2)[N:24]=1.[CH:60](=O)[C:61]1[CH:66]=[CH:65][CH:64]=[CH:63][CH:62]=1.